This data is from Full USPTO retrosynthesis dataset with 1.9M reactions from patents (1976-2016). The task is: Predict the reactants needed to synthesize the given product. (1) Given the product [Br:24][C:25]1[CH:30]=[C:29]2[C:28](=[CH:27][C:26]=1[F:32])[O:31][C:20]1=[N:21][CH:22]=[C:17]([Cl:16])[CH:18]=[C:19]1[C:33]2=[O:34], predict the reactants needed to synthesize it. The reactants are: C([Li])CCC.CC1(C)CCCC(C)(C)N1.[Cl:16][C:17]1[CH:18]=[CH:19][C:20](F)=[N:21][CH:22]=1.[Br:24][C:25]1[CH:30]=[CH:29][C:28]([OH:31])=[CH:27][C:26]=1[F:32].[C:33](=O)([O-])[O-:34].[K+].[K+].CS(O)(=O)=O.O=P12OP3(OP(OP(O3)(O1)=O)(=O)O2)=O. (2) Given the product [OH:8][CH2:9][C:10]1[S:14][CH:13]=[N:12][C:11]=1/[CH:15]=[CH:16]\[S:17][C:18]([C:31]1[CH:36]=[CH:35][CH:34]=[CH:33][CH:32]=1)([C:19]1[CH:20]=[CH:21][CH:22]=[CH:23][CH:24]=1)[C:25]1[CH:30]=[CH:29][CH:28]=[CH:27][CH:26]=1, predict the reactants needed to synthesize it. The reactants are: [Si]([O:8][CH2:9][C:10]1[S:14][CH:13]=[N:12][C:11]=1/[CH:15]=[CH:16]\[S:17][C:18]([C:31]1[CH:36]=[CH:35][CH:34]=[CH:33][CH:32]=1)([C:25]1[CH:30]=[CH:29][CH:28]=[CH:27][CH:26]=1)[C:19]1[CH:24]=[CH:23][CH:22]=[CH:21][CH:20]=1)(C(C)(C)C)(C)C.Cl.O.C(=O)(O)[O-].[Na+].